Dataset: Forward reaction prediction with 1.9M reactions from USPTO patents (1976-2016). Task: Predict the product of the given reaction. (1) Given the reactants [CH2:1]([O:8][CH:9]1[CH:16]2[CH:12]([O:13][C:14]([CH3:18])([CH3:17])[O:15]2)[O:11][CH:10]1[CH:19]1[CH2:23][O:22]C(C)(C)[O:20]1)[C:2]1[CH:7]=[CH:6][CH:5]=[CH:4][CH:3]=1, predict the reaction product. The product is: [CH2:1]([O:8][CH:9]1[CH:16]2[CH:12]([O:13][C:14]([CH3:18])([CH3:17])[O:15]2)[O:11][CH:10]1[CH:19]([OH:20])[CH2:23][OH:22])[C:2]1[CH:7]=[CH:6][CH:5]=[CH:4][CH:3]=1. (2) Given the reactants Cl[C:2]1[C:7]2[CH:8]=[C:9]([C:25]([O:27]C)=[O:26])[N:10]([CH2:11][CH2:12][O:13][C:14]3[CH:19]=[CH:18][C:17]([O:20][C:21]([F:24])([F:23])[F:22])=[CH:16][CH:15]=3)[C:6]=2[CH:5]=[CH:4][N:3]=1.[F:29][C:30]1[CH:35]=[C:34]([Sn](CCCC)(CCCC)CCCC)[CH:33]=[CH:32][N:31]=1.O([Si](C)(C)C)[K:50], predict the reaction product. The product is: [K+:50].[F:29][C:30]1[CH:35]=[C:34]([C:2]2[C:7]3[CH:8]=[C:9]([C:25]([O-:27])=[O:26])[N:10]([CH2:11][CH2:12][O:13][C:14]4[CH:15]=[CH:16][C:17]([O:20][C:21]([F:22])([F:24])[F:23])=[CH:18][CH:19]=4)[C:6]=3[CH:5]=[CH:4][N:3]=2)[CH:33]=[CH:32][N:31]=1.